Dataset: Forward reaction prediction with 1.9M reactions from USPTO patents (1976-2016). Task: Predict the product of the given reaction. Given the reactants [ClH:1].[NH2:2][CH2:3][CH:4]1[CH2:13][CH2:12][CH2:11][C:10]2[CH:9]=[C:8]([N:14]3[C:19](=[O:20])[CH:18]=[N:17][C:16]4[CH:21]=[CH:22][C:23]([O:25][CH3:26])=[N:24][C:15]3=4)[CH:7]=[CH:6][C:5]1=2.C(N(CC)CC)C.[O:34]1[C:43]2[CH:42]=[C:41]([CH:44]=O)[N:40]=[CH:39][C:38]=2[O:37][CH2:36][CH2:35]1.C(O[BH-](OC(=O)C)OC(=O)C)(=O)C.[Na+], predict the reaction product. The product is: [ClH:1].[O:34]1[C:43]2[CH:42]=[C:41]([CH2:44][NH:2][CH2:3][CH:4]3[CH2:13][CH2:12][CH2:11][C:10]4[CH:9]=[C:8]([N:14]5[C:19](=[O:20])[CH:18]=[N:17][C:16]6[CH:21]=[CH:22][C:23]([O:25][CH3:26])=[N:24][C:15]5=6)[CH:7]=[CH:6][C:5]3=4)[N:40]=[CH:39][C:38]=2[O:37][CH2:36][CH2:35]1.